This data is from Acute oral toxicity (LD50) regression data from Zhu et al.. The task is: Regression/Classification. Given a drug SMILES string, predict its toxicity properties. Task type varies by dataset: regression for continuous values (e.g., LD50, hERG inhibition percentage) or binary classification for toxic/non-toxic outcomes (e.g., AMES mutagenicity, cardiotoxicity, hepatotoxicity). Dataset: ld50_zhu. (1) The molecule is CCCC1OP(=O)(Cl)OCC1CC. The rat oral LD50 is 3.96, given as -log10 of the dose in mol/kg body weight (higher means more acutely toxic). (2) The drug is CCCCCc1ccccc1O. The rat oral LD50 is 2.37, given as -log10 of the dose in mol/kg body weight (higher means more acutely toxic).